From a dataset of Forward reaction prediction with 1.9M reactions from USPTO patents (1976-2016). Predict the product of the given reaction. (1) Given the reactants [NH2:1][C:2]1[N:19]=[C:5]2[CH:6]=[N:7][C:8]([C:10]3[CH:15]=[C:14]([CH3:16])[C:13]([OH:17])=[C:12]([CH3:18])[CH:11]=3)=[CH:9][N:4]2[N:3]=1.Br[C:21]1[CH:28]=[CH:27][CH:26]=[CH:25][C:22]=1[C:23]#[N:24].C(=O)([O-])[O-].[Cs+].[Cs+], predict the reaction product. The product is: [OH:17][C:13]1[C:12]([CH3:18])=[CH:11][C:10]([C:8]2[N:7]=[CH:6][C:5]3[N:4]([N:3]=[C:2]([NH:1][C:21]4[CH:28]=[CH:27][CH:26]=[CH:25][C:22]=4[C:23]#[N:24])[N:19]=3)[CH:9]=2)=[CH:15][C:14]=1[CH3:16]. (2) Given the reactants [NH2:1][C:2]1[C:3]([Cl:18])=[C:4]([C:7]([C:10]2[CH:15]=[CH:14][C:13]([Cl:16])=[CH:12][C:11]=2[Cl:17])=[CH:8][N:9]=1)[C:5]#[N:6].Cl[CH:20](OCC)[CH2:21]Cl, predict the reaction product. The product is: [Cl:18][C:3]1[C:2]2[N:9]([CH:20]=[CH:21][N:1]=2)[CH:8]=[C:7]([C:10]2[CH:15]=[CH:14][C:13]([Cl:16])=[CH:12][C:11]=2[Cl:17])[C:4]=1[C:5]#[N:6]. (3) Given the reactants CCCC[N+](CCCC)(CCCC)CCCC.[F-].[O:19]=[C:20]1[N:26]2[CH2:27][C@H:28]([C:31]([O:33][N:34]=[C:35]([C:37]3[NH:38][CH:39]=[C:40]([CH3:42])[CH:41]=3)[NH2:36])=O)[CH2:29][CH2:30][C@H:25]2[CH2:24][CH2:23][C:22]2[CH:43]=[CH:44][CH:45]=[CH:46][C:21]1=2, predict the reaction product. The product is: [CH3:42][C:40]1[CH:41]=[C:37]([C:35]2[N:36]=[C:31]([C@H:28]3[CH2:27][N:26]4[C:20](=[O:19])[C:21]5[CH:46]=[CH:45][CH:44]=[CH:43][C:22]=5[CH2:23][CH2:24][C@@H:25]4[CH2:30][CH2:29]3)[O:33][N:34]=2)[NH:38][CH:39]=1. (4) The product is: [C:40]([C:36]1[S:35][C:34]([NH:33][C:32]([NH:1][C@@H:2]2[C@@H:3]([C:9]([N:11]3[CH2:16][CH2:15][CH2:14][C@@H:13]([CH2:17][C:18]4[CH:23]=[CH:22][C:21]([F:24])=[CH:20][CH:19]=4)[CH2:12]3)=[O:10])[CH2:4][S:5](=[O:7])(=[O:8])[CH2:6]2)=[O:31])=[N:38][C:37]=1[CH3:39])(=[O:42])[CH3:41]. Given the reactants [NH2:1][C@@H:2]1[CH2:6][S:5](=[O:8])(=[O:7])[CH2:4][C@H:3]1[C:9]([N:11]1[CH2:16][CH2:15][CH2:14][C@@H:13]([CH2:17][C:18]2[CH:23]=[CH:22][C:21]([F:24])=[CH:20][CH:19]=2)[CH2:12]1)=[O:10].C1([O:31][C:32](=O)[NH:33][C:34]2[S:35][C:36]([C:40](=[O:42])[CH3:41])=[C:37]([CH3:39])[N:38]=2)C=CC=CC=1.C(N(CC)CC)C, predict the reaction product. (5) Given the reactants Cl.[NH:2]([C:4]1[CH:12]=[CH:11][CH:10]=[CH:9][C:5]=1[C:6]([OH:8])=O)[NH2:3].[CH2:13]([O:15][CH:16]=[C:17]([C:20]#N)[C:18]#[N:19])C.[O-:22]CC.[Na+].O, predict the reaction product. The product is: [CH3:13][O:15][C:16]([C:17]1[CH:20]=[N:3][N:2]2[C:4]3[C:5](=[CH:9][CH:10]=[CH:11][CH:12]=3)[C:6](=[O:8])[NH:19][C:18]=12)=[O:22]. (6) Given the reactants [CH2:1]([O:3][P:4]([C:9]1[CH:18]=[CH:17][C:16]2[C:11](=[C:12]([C:33]3[C:42]4[C:37](=[CH:38][CH:39]=[CH:40][CH:41]=4)[CH:36]=[CH:35][CH:34]=3)[CH:13]=[C:14]([C:19]3[CH:24]=[CH:23][CH:22]=[C:21]([O:25]CC4C=CC=CC=4)[CH:20]=3)[CH:15]=2)[N:10]=1)(=[O:8])[O:5][CH2:6][CH3:7])[CH3:2], predict the reaction product. The product is: [CH2:1]([O:3][P:4]([C:9]1[CH:18]=[CH:17][C:16]2[C:11](=[C:12]([C:33]3[C:42]4[C:37](=[CH:38][CH:39]=[CH:40][CH:41]=4)[CH:36]=[CH:35][CH:34]=3)[CH:13]=[C:14]([C:19]3[CH:24]=[CH:23][CH:22]=[C:21]([OH:25])[CH:20]=3)[CH:15]=2)[N:10]=1)(=[O:8])[O:5][CH2:6][CH3:7])[CH3:2].